Dataset: Full USPTO retrosynthesis dataset with 1.9M reactions from patents (1976-2016). Task: Predict the reactants needed to synthesize the given product. (1) Given the product [F:46][C:47]1[CH:48]=[CH:49][C:50]([C:53]2[O:57][N:56]=[C:55]([C:58]([N:40]3[CH2:39][C@H:38]([CH2:41][CH:42]([CH3:44])[CH3:43])[NH:37][C:36](=[O:45])[C@@H:35]3[CH2:31][CH:32]([CH3:34])[CH3:33])=[O:59])[N:54]=2)=[CH:51][CH:52]=1, predict the reactants needed to synthesize it. The reactants are: C([C@@H]1N(C(=O)C2C=CC(OC3C=CC=CC=3)=CC=2)C[C@H](CC(C)C)NC1=O)C(C)C.[CH2:31]([C@@H:35]1[NH:40][CH2:39][C@H:38]([CH2:41][CH:42]([CH3:44])[CH3:43])[NH:37][C:36]1=[O:45])[CH:32]([CH3:34])[CH3:33].[F:46][C:47]1[CH:52]=[CH:51][C:50]([C:53]2[O:57][N:56]=[C:55]([C:58](O)=[O:59])[N:54]=2)=[CH:49][CH:48]=1. (2) The reactants are: [CH3:1][NH:2][C:3]1[CH:8]=[CH:7][CH:6]=[CH:5][C:4]=1[NH2:9].[Cl:10][CH2:11][C:12](O)=O. Given the product [Cl:10][CH2:11][C:12]1[N:2]([CH3:1])[C:3]2[CH:8]=[CH:7][CH:6]=[CH:5][C:4]=2[N:9]=1, predict the reactants needed to synthesize it.